Dataset: Reaction yield outcomes from USPTO patents with 853,638 reactions. Task: Predict the reaction yield, written as a fraction of the theoretical maximum amount of product (1.0 means a 100% yield; for example, 0.34 means a 34% yield). (1) The reactants are [CH2:1]([NH:8][CH2:9][CH2:10]/[CH:11]=[CH:12]/[C:13]1[CH:18]=[CH:17][C:16]([F:19])=[CH:15][CH:14]=1)[C:2]1[CH:7]=[CH:6][CH:5]=[CH:4][CH:3]=1.B.C1C[O:24]CC1.II.[OH-].[Na+].OO. The catalyst is C1COCC1.ClCCl.CO. The product is [CH2:1]([NH:8][CH2:9][CH2:10][CH:11]([OH:24])[CH2:12][C:13]1[CH:18]=[CH:17][C:16]([F:19])=[CH:15][CH:14]=1)[C:2]1[CH:3]=[CH:4][CH:5]=[CH:6][CH:7]=1. The yield is 0.542. (2) The product is [C:1]1([C@@H:7]2[CH2:9][C@H:8]2[NH:10][C:11](=[O:12])[O:14][C:1]([CH3:7])([CH3:6])[CH3:2])[CH:6]=[CH:5][CH:4]=[CH:3][CH:2]=1. The reactants are [C:1]1([C@@H:7]2[CH2:9][C@H:8]2[NH2:10])[CH:6]=[CH:5][CH:4]=[CH:3][CH:2]=1.[C:11]([O-:14])([O-])=[O:12].[K+].[K+]. The catalyst is C1COCC1. The yield is 0.950. (3) The reactants are [Si]([O:8][CH2:9][CH2:10][N:11]1[N:27]=[CH:26][C:25]2[NH:24][C:23](=[O:28])[C@H:22]([CH3:29])[CH2:21][CH2:20][CH2:19][C@H:18]([NH:30]C(=O)OC(C)(C)C)[C:17]3[CH:38]=[C:13]([CH:14]=[CH:15][N:16]=3)[C:12]1=2)(C(C)(C)C)(C)C.[ClH:39].O1CCOCC1. The catalyst is CO. The product is [ClH:39].[ClH:39].[NH2:30][C@@H:18]1[C:17]2[CH:38]=[C:13]([CH:14]=[CH:15][N:16]=2)[C:12]2[N:11]([CH2:10][CH2:9][OH:8])[N:27]=[CH:26][C:25]=2[NH:24][C:23](=[O:28])[C@H:22]([CH3:29])[CH2:21][CH2:20][CH2:19]1. The yield is 0.960. (4) The reactants are [CH2:1]([O:8][C:9]1[C:18](=[O:19])[N:17]2[C:12]([C:13]([CH3:21])([CH3:20])[O:14][CH2:15][CH2:16]2)=[N:11][C:10]=1[C:22](O)=[O:23])[C:2]1[CH:7]=[CH:6][CH:5]=[CH:4][CH:3]=1.FC(F)(F)C(O)=O.[NH2:32][CH2:33][C:34]1[CH:43]=[CH:42][C:41]([F:44])=[CH:40][C:35]=1[C:36]([NH:38][CH3:39])=[O:37].F[P-](F)(F)(F)(F)F.N1(OC(N(C)C)=[N+](C)C)C2N=CC=CC=2N=N1.CN(C)C=O. The catalyst is CN(C)C1C=CN=CC=1.C(OCC)(=O)C. The product is [F:44][C:41]1[CH:42]=[CH:43][C:34]([CH2:33][NH:32][C:22]([C:10]2[N:11]=[C:12]3[N:17]([C:18](=[O:19])[C:9]=2[O:8][CH2:1][C:2]2[CH:7]=[CH:6][CH:5]=[CH:4][CH:3]=2)[CH2:16][CH2:15][O:14][C:13]3([CH3:21])[CH3:20])=[O:23])=[C:35]([C:36](=[O:37])[NH:38][CH3:39])[CH:40]=1. The yield is 1.00. (5) The reactants are [CH3:1][O:2][C:3]1[CH:4]=[C:5]([CH:10]=[CH:11][C:12]=1[CH3:13])[C:6]([O:8][CH3:9])=[O:7].[Br:14]N1C(=O)CCC1=O. The catalyst is N(C(C)(C)C#N)=NC(C)(C)C#N.C(OCC)(=O)C. The product is [Br:14][CH2:13][C:12]1[CH:11]=[CH:10][C:5]([C:6]([O:8][CH3:9])=[O:7])=[CH:4][C:3]=1[O:2][CH3:1]. The yield is 0.920. (6) The reactants are O[CH:2]1[C:11]2[CH:10]=[C:9]([C:12]([O:14][CH3:15])=[O:13])[CH:8]=[CH:7][C:6]=2[CH2:5][CH2:4][CH2:3]1. The catalyst is C1(C)C=CC=CC=1. The product is [CH:10]1[C:11]2[CH:2]=[CH:3][CH2:4][CH2:5][C:6]=2[CH:7]=[CH:8][C:9]=1[C:12]([O:14][CH3:15])=[O:13]. The yield is 0.940.